This data is from Catalyst prediction with 721,799 reactions and 888 catalyst types from USPTO. The task is: Predict which catalyst facilitates the given reaction. (1) Reactant: [OH:1][C:2]1[CH:3]=[C:4]([C:8]23[CH2:15][CH2:14][C:11]([CH2:16][CH2:17][O:18][CH2:19][C:20]([O:22][C:23]([CH3:26])([CH3:25])[CH3:24])=[O:21])([CH2:12][CH2:13]2)[CH2:10][O:9]3)[CH:5]=[CH:6][CH:7]=1.[Si:27]([O:34][C:35]1[CH:36]=[C:37](B(O)O)[CH:38]=[CH:39][CH:40]=1)([C:30]([CH3:33])([CH3:32])[CH3:31])([CH3:29])[CH3:28].CCN(CC)CC.N1C=CC=CC=1.CC1C=CC(S(OCC23CCC(C4SC(C)=NC=4C4C=CC=CC=4)(CC2)OC3)(=O)=O)=CC=1. Product: [Si:27]([O:34][C:35]1[CH:36]=[C:37]([CH:38]=[CH:39][CH:40]=1)[O:1][C:2]1[CH:3]=[C:4]([C:8]23[CH2:13][CH2:12][C:11]([CH2:16][CH2:17][O:18][CH2:19][C:20]([O:22][C:23]([CH3:26])([CH3:25])[CH3:24])=[O:21])([CH2:14][CH2:15]2)[CH2:10][O:9]3)[CH:5]=[CH:6][CH:7]=1)([C:30]([CH3:33])([CH3:32])[CH3:31])([CH3:29])[CH3:28]. The catalyst class is: 749. (2) Reactant: FC(F)(F)C(OC(=O)C(F)(F)F)=O.[OH:14][C:15]1[CH:23]=[CH:22][C:18]([C:19]([NH2:21])=O)=[C:17]([O:24][CH3:25])[CH:16]=1.N1C=CC=CC=1. Product: [OH:14][C:15]1[CH:23]=[CH:22][C:18]([C:19]#[N:21])=[C:17]([O:24][CH3:25])[CH:16]=1. The catalyst class is: 7.